From a dataset of M1 muscarinic receptor agonist screen with 61,833 compounds. Binary Classification. Given a drug SMILES string, predict its activity (active/inactive) in a high-throughput screening assay against a specified biological target. (1) The molecule is S(c1n(c(nn1)Cc1n(ccc1)C)c1ccc(F)cc1)CC(=O)Nc1cc(OC)c(OC)cc1. The result is 0 (inactive). (2) The compound is OC(c1n(Cc2ccccc2)ccn1)c1ccc(OCC)cc1. The result is 0 (inactive). (3) The drug is s1c(N(C(=O)c2nccnc2)C)nnc1c1cccnc1. The result is 0 (inactive). (4) The molecule is O=C(NC1CCC(CC1)C)C1CCCN(C1)Cc1nc(oc1C)c1cc(ccc1)C. The result is 0 (inactive). (5) The compound is S(C1C(O)(CCCC1)CSc1nc2CCCCc2cc1C#N)C. The result is 0 (inactive). (6) The compound is Clc1c(c2oc3c(n2)cc(CC)cc3)cc(N)cc1. The result is 0 (inactive). (7) The result is 0 (inactive). The molecule is S(c1nc(nc2c1cccc2)c1cccnc1)CCO. (8) The molecule is O(C(=O)C(C1CCCCCC1)C(=O)Nc1ncccn1)C. The result is 0 (inactive). (9) The compound is S(=O)(=O)(NCCC=1CCCCC1)c1c(OC)ccc(OC)c1. The result is 0 (inactive). (10) The drug is O(CCn1c2nc3n(c(=O)c2cc(c1=N)C(=O)NCc1occc1)cccc3C)CCO. The result is 1 (active).